From a dataset of Peptide-MHC class I binding affinity with 185,985 pairs from IEDB/IMGT. Regression. Given a peptide amino acid sequence and an MHC pseudo amino acid sequence, predict their binding affinity value. This is MHC class I binding data. (1) The peptide sequence is LPWTSGAST. The MHC is HLA-B07:02 with pseudo-sequence HLA-B07:02. The binding affinity (normalized) is 0.758. (2) The peptide sequence is SDYLELFTI. The MHC is Patr-B2401 with pseudo-sequence Patr-B2401. The binding affinity (normalized) is 0.802. (3) The peptide sequence is TMSYKLAIDM. The MHC is Mamu-A11 with pseudo-sequence Mamu-A11. The binding affinity (normalized) is 0.174. (4) The peptide sequence is LFDFVNFVK. The MHC is HLA-A11:01 with pseudo-sequence HLA-A11:01. The binding affinity (normalized) is 0.540. (5) The binding affinity (normalized) is 0.0847. The peptide sequence is AETESATLF. The MHC is HLA-B27:03 with pseudo-sequence HLA-B27:03. (6) The peptide sequence is ILGTVSWNL. The MHC is HLA-A11:01 with pseudo-sequence HLA-A11:01. The binding affinity (normalized) is 0.0847. (7) The peptide sequence is QIYAGIKVR. The MHC is HLA-B35:01 with pseudo-sequence HLA-B35:01. The binding affinity (normalized) is 0.